This data is from Full USPTO retrosynthesis dataset with 1.9M reactions from patents (1976-2016). The task is: Predict the reactants needed to synthesize the given product. The reactants are: [CH2:1]([O:3][C:4]([N:6]1[CH2:11][CH2:10][N:9]([C:12](=[O:40])[C@@H:13]([NH:23][C:24]([C:26]2[CH:30]=[C:29]([OH:31])[N:28]([C:32]3[CH:37]=[CH:36][CH:35]=[C:34]([O:38][CH3:39])[CH:33]=3)[N:27]=2)=[O:25])[CH2:14][CH2:15][C:16]([O:18][C:19]([CH3:22])([CH3:21])[CH3:20])=[O:17])[CH2:8][CH2:7]1)=[O:5])[CH3:2].C(=O)([O-])[O-].[Cs+].[Cs+].[CH2:47]([O:49][C:50](=[O:53])[CH2:51]Br)[CH3:48]. Given the product [CH2:1]([O:3][C:4]([N:6]1[CH2:11][CH2:10][N:9]([C:12](=[O:40])[C@@H:13]([NH:23][C:24]([C:26]2[CH:30]=[C:29]([O:31][CH2:51][C:50]([O:49][CH2:47][CH3:48])=[O:53])[N:28]([C:32]3[CH:37]=[CH:36][CH:35]=[C:34]([O:38][CH3:39])[CH:33]=3)[N:27]=2)=[O:25])[CH2:14][CH2:15][C:16]([O:18][C:19]([CH3:21])([CH3:22])[CH3:20])=[O:17])[CH2:8][CH2:7]1)=[O:5])[CH3:2], predict the reactants needed to synthesize it.